Dataset: Catalyst prediction with 721,799 reactions and 888 catalyst types from USPTO. Task: Predict which catalyst facilitates the given reaction. Reactant: [CH2:1]([C:8]1[CH:13]=[CH:12][C:11]([NH2:14])=[C:10](I)[CH:9]=1)[C:2]1[CH:7]=[CH:6][CH:5]=[CH:4][CH:3]=1.[C:16]([C:18]1[CH:32]=[CH:31][C:21]([CH2:22][N:23]2[CH2:26][CH:25]([C:27]([O:29][CH3:30])=[O:28])[CH2:24]2)=[CH:20][C:19]=1[F:33])#[CH:17].C(N(C(C)C)C(C)C)C. Product: [CH2:1]([C:8]1[CH:9]=[C:10]2[C:11](=[CH:12][CH:13]=1)[NH:14][C:16]([C:18]1[CH:32]=[CH:31][C:21]([CH2:22][N:23]3[CH2:26][CH:25]([C:27]([O:29][CH3:30])=[O:28])[CH2:24]3)=[CH:20][C:19]=1[F:33])=[CH:17]2)[C:2]1[CH:7]=[CH:6][CH:5]=[CH:4][CH:3]=1. The catalyst class is: 540.